From a dataset of Full USPTO retrosynthesis dataset with 1.9M reactions from patents (1976-2016). Predict the reactants needed to synthesize the given product. (1) Given the product [ClH:8].[NH2:9][C:10]1[C:19]2[C:14](=[CH:15][C:16]([O:22][CH3:23])=[C:17]([O:20][CH3:21])[CH:18]=2)[N:13]=[C:12]([N:24]2[CH2:29][CH2:28][N:27]([C:6]([C:4]3[CH:3]=[N:2][S:1][CH:5]=3)=[O:7])[CH2:26][CH2:25]2)[N:11]=1, predict the reactants needed to synthesize it. The reactants are: [S:1]1[CH:5]=[C:4]([C:6]([Cl:8])=[O:7])[CH:3]=[N:2]1.[NH2:9][C:10]1[C:19]2[C:14](=[CH:15][C:16]([O:22][CH3:23])=[C:17]([O:20][CH3:21])[CH:18]=2)[N:13]=[C:12]([N:24]2[CH2:29][CH2:28][NH:27][CH2:26][CH2:25]2)[N:11]=1. (2) Given the product [CH3:9][O:10][CH2:11][C:12]1([S:15]([NH2:18])(=[O:17])=[O:16])[CH2:14][CH2:13]1, predict the reactants needed to synthesize it. The reactants are: C(NC(=O)O)(C)(C)C.[CH3:9][O:10][CH2:11][C:12]1([S:15]([NH2:18])(=[O:17])=[O:16])[CH2:14][CH2:13]1. (3) Given the product [Cl:1][C:2]1[C:3]([F:20])=[C:4]([C:22]2[CH:27]=[C:26]([O:28][CH3:29])[N:25]=[CH:24][N:23]=2)[C:5]([CH:8]([F:9])[F:10])=[CH:6][CH:7]=1, predict the reactants needed to synthesize it. The reactants are: [Cl:1][C:2]1[C:3]([F:20])=[C:4](B2OC(C)(C)C(C)(C)O2)[C:5]([CH:8]([F:10])[F:9])=[CH:6][CH:7]=1.Cl[C:22]1[CH:27]=[C:26]([O:28][CH3:29])[N:25]=[CH:24][N:23]=1.C1(C)C=CC=CC=1.C([O-])([O-])=O.[Na+].[Na+]. (4) The reactants are: [C:1]1([C:7]2[O:8][CH:9]=[C:10]([CH2:12][CH2:13][OH:14])[N:11]=2)[CH:6]=[CH:5][CH:4]=[CH:3][CH:2]=1.[H-].[Na+].[CH2:17](Br)[C:18]1[CH:23]=[CH:22][CH:21]=[CH:20][CH:19]=1. Given the product [CH2:17]([O:14][CH2:13][CH2:12][C:10]1[N:11]=[C:7]([C:1]2[CH:2]=[CH:3][CH:4]=[CH:5][CH:6]=2)[O:8][CH:9]=1)[C:18]1[CH:23]=[CH:22][CH:21]=[CH:20][CH:19]=1, predict the reactants needed to synthesize it. (5) Given the product [CH2:1]([O:3][C:4](=[O:20])[CH2:5][C:11]1[CH:16]=[C:15]([NH2:17])[C:14]([CH3:18])=[CH:13][C:12]=1[Cl:19])[CH3:2], predict the reactants needed to synthesize it. The reactants are: [CH2:1]([O:3][C:4](=[O:20])[CH:5]([C:11]1[CH:16]=[C:15]([NH2:17])[C:14]([CH3:18])=[CH:13][C:12]=1[Cl:19])C(OCC)=O)[CH3:2].[Cl-].[Li+]. (6) The reactants are: [Cl:1][C:2]1[CH:3]=[C:4]([NH:8][C:9]2[CH:10]=[CH:11][C:12]3[N:13]([C:15]([CH2:18][C:19]([O-:21])=O)=[N:16][N:17]=3)[N:14]=2)[CH:5]=[CH:6][CH:7]=1.[Li+].CCN=C=NCCCN(C)C.[CH:34]1[CH:35]=C[C:37]2[N:42](O)N=[N:40][C:38]=2[CH:39]=1.CCN(CC)CC.NC1C=NC=CC=1. Given the product [Cl:1][C:2]1[CH:3]=[C:4]([NH:8][C:9]2[CH:10]=[CH:11][C:12]3[N:13]([C:15]([CH2:18][C:19]([NH:40][C:38]4[CH:37]=[N:42][CH:35]=[CH:34][CH:39]=4)=[O:21])=[N:16][N:17]=3)[N:14]=2)[CH:5]=[CH:6][CH:7]=1, predict the reactants needed to synthesize it. (7) Given the product [CH3:1][S:2]([NH:6][C:7]1[CH:12]=[CH:11][C:10]([S:13][CH2:14][CH2:15][CH:16]2[CH2:17][CH2:18][N:19]([C:22]([O:24][C:25]([CH3:28])([CH3:27])[CH3:26])=[O:23])[CH2:20][CH2:21]2)=[CH:9][CH:8]=1)(=[O:4])=[O:3], predict the reactants needed to synthesize it. The reactants are: [CH3:1][S:2](Cl)(=[O:4])=[O:3].[NH2:6][C:7]1[CH:12]=[CH:11][C:10]([S:13][CH2:14][CH2:15][CH:16]2[CH2:21][CH2:20][N:19]([C:22]([O:24][C:25]([CH3:28])([CH3:27])[CH3:26])=[O:23])[CH2:18][CH2:17]2)=[CH:9][CH:8]=1. (8) Given the product [OH:19][C:20]1([C:2]2[CH:3]=[N:4][CH:5]=[C:6]([C:8]3[CH:13]=[CH:12][CH:11]=[CH:10][CH:9]=3)[CH:7]=2)[CH2:26][CH:25]2[CH2:27][CH:21]1[CH2:22][N:23]([C:28]([O:30][CH2:31][CH3:32])=[O:29])[CH2:24]2, predict the reactants needed to synthesize it. The reactants are: Br[C:2]1[CH:3]=[N:4][CH:5]=[C:6]([C:8]2[CH:13]=[CH:12][CH:11]=[CH:10][CH:9]=2)[CH:7]=1.C([Mg]Cl)(C)C.[O:19]=[C:20]1[CH2:26][CH:25]2[CH2:27][CH:21]1[CH2:22][N:23]([C:28]([O:30][CH2:31][CH3:32])=[O:29])[CH2:24]2. (9) Given the product [Br:25][C:10]1[O:11][C:7]2[C:8](=[C:12]([C:14]([O:16][CH3:17])=[O:15])[CH:13]=[C:5]([O:4][CH:1]([CH3:3])[CH3:2])[CH:6]=2)[CH:9]=1, predict the reactants needed to synthesize it. The reactants are: [CH:1]([O:4][C:5]1[CH:6]=[C:7]2[O:11][CH:10]=[CH:9][C:8]2=[C:12]([C:14]([O:16][CH3:17])=[O:15])[CH:13]=1)([CH3:3])[CH3:2].C1C(=O)N([Br:25])C(=O)C1. (10) Given the product [N:3]1[CH:4]=[CH:5][CH:6]=[CH:7][C:2]=1[NH:1][C:15]([C:12]1[CH2:13][CH2:14][O:8][C:9]2[CH:21]=[CH:20][CH:19]=[CH:18][C:10]=2[CH:11]=1)=[O:16], predict the reactants needed to synthesize it. The reactants are: [NH2:1][C:2]1[CH:7]=[CH:6][CH:5]=[CH:4][N:3]=1.[O:8]1[CH2:14][CH2:13][C:12]([C:15](Cl)=[O:16])=[CH:11][C:10]2[CH:18]=[CH:19][CH:20]=[CH:21][C:9]1=2.